Dataset: Full USPTO retrosynthesis dataset with 1.9M reactions from patents (1976-2016). Task: Predict the reactants needed to synthesize the given product. (1) Given the product [C@H:33]1([NH:43][C:9]([C@H:3]2[CH2:2][CH2:1][CH2:5][C@@H:4]2[C:6]([OH:8])=[O:7])=[O:11])[C:42]2[C:37](=[CH:38][CH:39]=[CH:40][CH:41]=2)[CH2:36][CH2:35][CH2:34]1, predict the reactants needed to synthesize it. The reactants are: [CH2:1]1[CH2:5][CH:4]([C:6]([OH:8])=[O:7])[CH:3]([C:9]([OH:11])=O)[CH2:2]1.C1C=NC2N(O)N=NC=2C=1.C(Cl)CCl.CN1CCOCC1.[C@H:33]1([NH2:43])[C:42]2[C:37](=[CH:38][CH:39]=[CH:40][CH:41]=2)[CH2:36][CH2:35][CH2:34]1. (2) Given the product [CH2:5]1[CH2:10][CH2:9][CH2:8][CH2:7][CH2:6]1.[C:23]([O:24][C:27]([CH3:28])([CH3:29])[CH3:31])(=[O:33])[C:15]1[CH:16]=[CH:17][CH:18]=[C:19]([C:3]([O-:4])=[O:2])[CH:20]=1, predict the reactants needed to synthesize it. The reactants are: C[O:2][C:3]([CH:5]1[CH2:10][CH2:9][CH:8](C(OC)=O)[CH2:7][CH2:6]1)=[O:4].[CH:15]1([CH2:23][OH:24])[CH2:20][CH2:19][CH:18](CO)[CH2:17][CH2:16]1.OC[C:27]([CH3:31])([CH2:29]O)[CH3:28].C(C(CO)(CO)CC)[OH:33].C([O-])(=O)C.[Sb+3].C([O-])(=O)C.C([O-])(=O)C. (3) Given the product [Cl:1][C:2]1[CH:3]=[CH:4][C:5]([C@H:8]2[N:15]3[C:11]([S:12][C:13]([C:19]([N:21]4[C@H:28]([CH2:29][N:30]([CH3:31])[CH3:32])[CH2:27][CH2:26][C@H:22]4[C:23]([N:42]([CH3:43])[CH3:41])=[O:25])=[O:20])=[C:14]3[CH:16]([CH3:18])[CH3:17])=[N:10][C@:9]2([C:34]2[CH:35]=[CH:36][C:37]([Cl:40])=[CH:38][CH:39]=2)[CH3:33])=[CH:6][CH:7]=1, predict the reactants needed to synthesize it. The reactants are: [Cl:1][C:2]1[CH:7]=[CH:6][C:5]([C@H:8]2[N:15]3[C:11]([S:12][C:13]([C:19]([N:21]4[C@H:28]([CH2:29][N:30]([CH3:32])[CH3:31])[CH2:27][CH2:26][C@H:22]4[C:23]([OH:25])=O)=[O:20])=[C:14]3[CH:16]([CH3:18])[CH3:17])=[N:10][C@:9]2([C:34]2[CH:39]=[CH:38][C:37]([Cl:40])=[CH:36][CH:35]=2)[CH3:33])=[CH:4][CH:3]=1.[CH3:41][NH:42][CH3:43]. (4) Given the product [OH:15][C:16]1[C:17]([O:28][CH3:29])([C:24]([O:26][CH3:27])=[O:25])[CH2:18][CH:19]([CH3:23])[C:20](=[O:22])[C:21]=1[C:4]([C:3]1[C:2]([CH3:1])=[N:10][C:9]([C:11]([F:14])([F:13])[F:12])=[CH:8][CH:7]=1)=[O:5], predict the reactants needed to synthesize it. The reactants are: [CH3:1][C:2]1[N:10]=[C:9]([C:11]([F:14])([F:13])[F:12])[CH:8]=[CH:7][C:3]=1[C:4](Cl)=[O:5].[OH:15][C:16]1[C:17]([O:28][CH3:29])([C:24]([O:26][CH3:27])=[O:25])[CH2:18][CH:19]([CH3:23])[C:20](=[O:22])[CH:21]=1.C(N(CC)CC)C.[C-]#N.[K+]. (5) Given the product [CH3:1][O:2][C:3](=[O:22])[C:4]1[CH:9]=[CH:8][CH:7]=[C:6]([S:10][C:11]2[C:19]3[C:14](=[CH:15][C:16]([Br:20])=[CH:17][CH:18]=3)[N:13]([CH2:25][C:26]3[CH:31]=[CH:30][CH:29]=[CH:28][CH:27]=3)[C:12]=2[CH3:21])[CH:5]=1, predict the reactants needed to synthesize it. The reactants are: [CH3:1][O:2][C:3](=[O:22])[C:4]1[CH:9]=[CH:8][CH:7]=[C:6]([S:10][C:11]2[C:19]3[C:14](=[CH:15][C:16]([Br:20])=[CH:17][CH:18]=3)[NH:13][C:12]=2[CH3:21])[CH:5]=1.[H-].[Na+].[CH2:25](Br)[C:26]1[CH:31]=[CH:30][CH:29]=[CH:28][CH:27]=1. (6) Given the product [CH3:48][N:49]1[CH2:50][CH2:51][N:52]([C:55]([O:57][C:58]2[C:59]3[CH:103]=[CH:102][CH:101]=[CH:100][C:60]=3[C:61]3[C@H:62]([CH2:98][Cl:99])[CH2:63][N:64]([C:67](=[O:97])[CH2:68][CH2:69][CH2:70][C:71]([N:73]4[C:81]5[CH:80]=[C:79]([O:82][CH2:83][C:84]6[CH:85]=[CH:86][C:87]([NH:90][C:38](=[O:39])[C@@H:37]([NH:36][C:34]([O:33][CH2:32][CH:30]7[C:29]8[CH:28]=[CH:27][CH:26]=[CH:25][C:24]=8[C:23]8[C:31]7=[CH:19][CH:20]=[CH:21][CH:22]=8)=[O:35])[CH2:41][CH2:42][CH2:43][NH:44][C:45]([NH2:47])=[O:46])=[CH:88][CH:89]=6)[C:78]6[CH:91]=[CH:92][CH:93]=[CH:94][C:77]=6[C:76]=5[C@H:75]([CH2:95][Cl:96])[CH2:74]4)=[O:72])[C:65]=3[CH:66]=2)=[O:56])[CH2:53][CH2:54]1, predict the reactants needed to synthesize it. The reactants are: C(OC1C=CC2C(=CC=CC=2)N1C(OCC)=O)C.[CH:19]1[C:31]2[CH:30]([CH2:32][O:33][C:34]([NH:36][C@@H:37]([CH2:41][CH2:42][CH2:43][NH:44][C:45]([NH2:47])=[O:46])[C:38](O)=[O:39])=[O:35])[C:29]3[C:24](=[CH:25][CH:26]=[CH:27][CH:28]=3)[C:23]=2[CH:22]=[CH:21][CH:20]=1.[CH3:48][N:49]1[CH2:54][CH2:53][N:52]([C:55]([O:57][C:58]2[C:59]3[CH:103]=[CH:102][CH:101]=[CH:100][C:60]=3[C:61]3[C@H:62]([CH2:98][Cl:99])[CH2:63][N:64]([C:67](=[O:97])[CH2:68][CH2:69][CH2:70][C:71]([N:73]4[C:81]5[CH:80]=[C:79]([O:82][CH2:83][C:84]6[CH:89]=[CH:88][C:87]([NH2:90])=[CH:86][CH:85]=6)[C:78]6[CH:91]=[CH:92][CH:93]=[CH:94][C:77]=6[C:76]=5[C@H:75]([CH2:95][Cl:96])[CH2:74]4)=[O:72])[C:65]=3[CH:66]=2)=[O:56])[CH2:51][CH2:50]1. (7) Given the product [CH3:1][O:2][C:3]1[CH:4]=[C:5]2[C:9](=[C:10]([CH3:12])[CH:11]=1)[N:8]([CH3:24])[CH:7]=[C:6]2[CH:13]1[CH2:14][CH2:15][N:16]([CH3:19])[CH2:17][CH2:18]1, predict the reactants needed to synthesize it. The reactants are: [CH3:1][O:2][C:3]1[CH:4]=[C:5]2[C:9](=[C:10]([CH3:12])[CH:11]=1)[NH:8][CH:7]=[C:6]2[CH:13]1[CH2:18][CH2:17][N:16]([CH3:19])[CH2:15][CH2:14]1.IC.[H-].[K+].[CH2:24]1OCCOCCOCCOCCOCCOC1.N.